Dataset: Catalyst prediction with 721,799 reactions and 888 catalyst types from USPTO. Task: Predict which catalyst facilitates the given reaction. (1) Reactant: C([Li])CCC.[Cl:6][C:7]1[C:16]2[C:11](=[CH:12][CH:13]=[C:14](I)[CH:15]=2)[N:10]=[C:9]([O:18][CH3:19])[C:8]=1[CH2:20][C:21]1[CH:26]=[CH:25][C:24]([CH3:27])=[CH:23][CH:22]=1.[CH3:28][C:29]1[C:34]([C:35]([C:37]2[N:41]([CH3:42])[N:40]=[N:39][CH:38]=2)=[O:36])=[CH:33][CH:32]=[C:31]([CH3:43])[N:30]=1.[Cl-].[Na+]. Product: [Cl:6][C:7]1[C:16]2[C:11](=[CH:12][CH:13]=[C:14]([C:35]([C:34]3[C:29]([CH3:28])=[N:30][C:31]([CH3:43])=[CH:32][CH:33]=3)([C:37]3[N:41]([CH3:42])[N:40]=[N:39][CH:38]=3)[OH:36])[CH:15]=2)[N:10]=[C:9]([O:18][CH3:19])[C:8]=1[CH2:20][C:21]1[CH:26]=[CH:25][C:24]([CH3:27])=[CH:23][CH:22]=1. The catalyst class is: 355. (2) Reactant: [Br:1][C:2]1[CH:11]=[CH:10][C:9]2[N:8]=[CH:7][C:6]3[NH:12][C:13](=[O:25])[N:14]([C:15]4[CH:20]=[CH:19][CH:18]=[C:17]([C:21]([F:24])([F:23])[F:22])[CH:16]=4)[C:5]=3[C:4]=2[CH:3]=1.I[CH3:27].[H-].[Na+]. Product: [Br:1][C:2]1[CH:11]=[CH:10][C:9]2[N:8]=[CH:7][C:6]3[N:12]([CH3:27])[C:13](=[O:25])[N:14]([C:15]4[CH:20]=[CH:19][CH:18]=[C:17]([C:21]([F:24])([F:23])[F:22])[CH:16]=4)[C:5]=3[C:4]=2[CH:3]=1. The catalyst class is: 7. (3) Reactant: C(OC([N:8]1[CH2:13][CH2:12][CH2:11][C@H:10]([C:14]2[N:18]=[C:17]([C:19]3[NH:20][CH:21]=[C:22]([F:24])[CH:23]=3)[O:16][N:15]=2)[CH2:9]1)=O)(C)(C)C.[ClH:25]. Product: [ClH:25].[F:24][C:22]1[CH:23]=[C:19]([C:17]2[O:16][N:15]=[C:14]([C@H:10]3[CH2:11][CH2:12][CH2:13][NH:8][CH2:9]3)[N:18]=2)[NH:20][CH:21]=1. The catalyst class is: 135. (4) Reactant: Cl[C:2]1[N:10]=[C:9]2[C:5]([N:6]=[CH:7][N:8]2[CH2:11][CH2:12][N:13]2[CH2:18][CH2:17][CH2:16][CH2:15][CH2:14]2)=[C:4]([N:19]2[CH2:24][CH2:23][O:22][CH2:21][CH2:20]2)[N:3]=1.[C:25]([O-:28])(O)=O.[Na+].OC[C:32]1[CH:33]=[C:34](B(O)O)C=[CH:36][CH:37]=1. Product: [N:19]1([C:4]2[N:3]=[C:2]([C:37]3[CH:36]=[C:25]([OH:28])[CH:34]=[CH:33][CH:32]=3)[N:10]=[C:9]3[C:5]=2[N:6]=[CH:7][N:8]3[CH2:11][CH2:12][N:13]2[CH2:18][CH2:17][CH2:16][CH2:15][CH2:14]2)[CH2:24][CH2:23][O:22][CH2:21][CH2:20]1. The catalyst class is: 104. (5) Reactant: [Cl-].[Al+3].[Cl-].[Cl-].[Br:5][C:6]1[CH:7]=[C:8]([N:12]=[N:13][CH:14]([C:18]#[N:19])[C:15]([NH2:17])=[O:16])[CH:9]=[CH:10][CH:11]=1.Cl. Product: [NH2:19][C:18]1[C:9]2[C:8](=[CH:7][C:6]([Br:5])=[CH:11][CH:10]=2)[N:12]=[N:13][C:14]=1[C:15]([NH2:17])=[O:16]. The catalyst class is: 11. (6) Reactant: [CH3:1][O:2][C:3]1[CH:9]=[CH:8][C:7]([N+:10]([O-:12])=[O:11])=[CH:6][C:4]=1[NH2:5].C([O-])(O)=O.[Na+].[C:18](O[C:18]([O:20][C:21]([CH3:24])([CH3:23])[CH3:22])=[O:19])([O:20][C:21]([CH3:24])([CH3:23])[CH3:22])=[O:19].C(N(CC)CC)C.Cl. Product: [CH3:1][O:2][C:3]1[CH:9]=[CH:8][C:7]([N+:10]([O-:12])=[O:11])=[CH:6][C:4]=1[NH:5][C:18](=[O:19])[O:20][C:21]([CH3:24])([CH3:23])[CH3:22]. The catalyst class is: 154.